This data is from Forward reaction prediction with 1.9M reactions from USPTO patents (1976-2016). The task is: Predict the product of the given reaction. Given the reactants [ClH:1].O1CCOCC1.C([NH:15][CH2:16][C:17](=[O:31])[CH2:18][CH2:19][C:20]([O:22][CH2:23][C:24]([O:26]C(C)(C)C)=[O:25])=[O:21])(OC(C)(C)C)=O, predict the reaction product. The product is: [ClH:1].[NH2:15][CH2:16][C:17](=[O:31])[CH2:18][CH2:19][C:20]([O:22][CH2:23][C:24]([OH:26])=[O:25])=[O:21].